Task: Predict the reaction yield, written as a fraction of the theoretical maximum amount of product (1.0 means a 100% yield; for example, 0.34 means a 34% yield).. Dataset: Reaction yield outcomes from USPTO patents with 853,638 reactions (1) The reactants are [N:1]1([S:6]([C:9]2[CH:10]=[C:11]([CH:16]=[CH:17][CH:18]=2)[C:12](OC)=[O:13])(=[O:8])=[O:7])[CH2:5][CH2:4][CH2:3][CH2:2]1.[NH2:19][NH2:20]. The catalyst is CO. The product is [N:1]1([S:6]([C:9]2[CH:10]=[C:11]([CH:16]=[CH:17][CH:18]=2)[C:12]([NH:19][NH2:20])=[O:13])(=[O:8])=[O:7])[CH2:5][CH2:4][CH2:3][CH2:2]1. The yield is 0.711. (2) The reactants are [NH:1]1[CH:5]=[CH:4][CH:3]=[N:2]1.Cl[C:7]1[CH:16]=[C:15]([Cl:17])[C:14]2[C:9](=[CH:10][C:11]([O:18][CH3:19])=[CH:12][CH:13]=2)[N:8]=1. No catalyst specified. The product is [Cl:17][C:15]1[C:14]2[C:9](=[CH:10][C:11]([O:18][CH3:19])=[CH:12][CH:13]=2)[N:8]=[C:7]([N:1]2[CH:5]=[CH:4][CH:3]=[N:2]2)[CH:16]=1. The yield is 0.560. (3) The reactants are [Br:1][C:2]1[CH:3]=[C:4]([CH:15]=[C:16]([Br:35])[C:17]=1[O:18][C:19]1[CH:24]=[CH:23][C:22]([OH:25])=[C:21]([C:26](=[O:34])[C:27]2[CH:32]=[CH:31][C:30]([Cl:33])=[CH:29][CH:28]=2)[CH:20]=1)[CH:5]=[N:6][O:7][CH:8]([CH3:14])[C:9]([O:11]CC)=[O:10].[OH-].[Na+]. The catalyst is CCO.O. The product is [Br:1][C:2]1[CH:3]=[C:4]([CH:15]=[C:16]([Br:35])[C:17]=1[O:18][C:19]1[CH:24]=[CH:23][C:22]([OH:25])=[C:21]([C:26](=[O:34])[C:27]2[CH:28]=[CH:29][C:30]([Cl:33])=[CH:31][CH:32]=2)[CH:20]=1)[CH:5]=[N:6][O:7][CH:8]([CH3:14])[C:9]([OH:11])=[O:10]. The yield is 0.300. (4) The reactants are [CH3:1][C:2]1[CH2:7][CH2:6][C@H:5]([C:8](Cl)=[O:9])[CH2:4][CH:3]=1.[CH3:11][O:12][C:13]([C:15]1[S:16][C:17]([C:31]#[C:32][C:33]([CH3:36])([CH3:35])[CH3:34])=[CH:18][C:19]=1[NH:20][CH:21]1[CH2:30][CH2:29][C:24]2([O:28][CH2:27][CH2:26][O:25]2)[CH2:23][CH2:22]1)=[O:14].CCOC(C)=O. The catalyst is CN(C1C=CN=CC=1)C.ClC(Cl)C. The product is [CH3:11][O:12][C:13]([C:15]1[S:16][C:17]([C:31]#[C:32][C:33]([CH3:36])([CH3:35])[CH3:34])=[CH:18][C:19]=1[N:20]([CH:21]1[CH2:30][CH2:29][C:24]2([O:28][CH2:27][CH2:26][O:25]2)[CH2:23][CH2:22]1)[C:8]([CH:5]1[CH2:6][CH2:7][C:2]([CH3:1])=[CH:3][CH2:4]1)=[O:9])=[O:14]. The yield is 0.560.